From a dataset of Catalyst prediction with 721,799 reactions and 888 catalyst types from USPTO. Predict which catalyst facilitates the given reaction. Reactant: [Cl:1][C:2]1[CH:3]=[C:4]([C:8]2[C:17]3[C:12](=[CH:13][CH:14]=[C:15]([C:18]([C:35]4[CH:36]=[N:37][C:38]([Cl:41])=[CH:39][CH:40]=4)(N=CC4C=CC(OC)=CC=4)[C:19]4[N:20]([CH3:24])[CH:21]=[N:22][CH:23]=4)[CH:16]=3)[N:11]([CH2:42][CH:43]3[CH2:45][CH2:44]3)[C:10](=[O:46])[CH:9]=2)[CH:5]=[CH:6][CH:7]=1.S(=O)(=O)(O)[OH:48].N([O-])=O.[Na+].C(OCC)(=O)C. Product: [Cl:1][C:2]1[CH:3]=[C:4]([C:8]2[C:13]3[C:12](=[CH:17][CH:16]=[C:15]([C:18]([C:35]4[CH:36]=[N:37][C:38]([Cl:41])=[CH:39][CH:40]=4)([OH:48])[C:19]4[N:20]([CH3:24])[CH:21]=[N:22][CH:23]=4)[CH:14]=3)[N:11]([CH2:42][CH:43]3[CH2:45][CH2:44]3)[C:10](=[O:46])[CH:9]=2)[CH:5]=[CH:6][CH:7]=1. The catalyst class is: 20.